Dataset: NCI-60 drug combinations with 297,098 pairs across 59 cell lines. Task: Regression. Given two drug SMILES strings and cell line genomic features, predict the synergy score measuring deviation from expected non-interaction effect. Drug 1: CC(CN1CC(=O)NC(=O)C1)N2CC(=O)NC(=O)C2. Drug 2: CCC1=C2CN3C(=CC4=C(C3=O)COC(=O)C4(CC)O)C2=NC5=C1C=C(C=C5)O. Cell line: TK-10. Synergy scores: CSS=14.6, Synergy_ZIP=-7.33, Synergy_Bliss=-3.89, Synergy_Loewe=-3.73, Synergy_HSA=-2.05.